Predict the reactants needed to synthesize the given product. From a dataset of Full USPTO retrosynthesis dataset with 1.9M reactions from patents (1976-2016). (1) Given the product [CH3:16][O:15][C:10](=[O:14])[C@H:11]([CH3:13])[NH:5][C:4]1[CH:6]=[CH:7][C:8]([Cl:9])=[C:2]([Cl:1])[CH:3]=1, predict the reactants needed to synthesize it. The reactants are: [Cl:1][C:2]1[CH:3]=[C:4]([CH:6]=[CH:7][C:8]=1[Cl:9])[NH2:5].[C:10]([O:15][CH3:16])(=[O:14])[C:11]([CH3:13])=O. (2) The reactants are: [Br:1][C:2]1[CH:10]=[CH:9][C:8]([C:11](O)=[O:12])=[C:7]2[C:3]=1[CH:4]=[C:5]([I:14])[NH:6]2.C1C=CC2N(O)N=[N:21]C=2C=1.C1CN([P+](ON2N=NC3C=CC=CC2=3)(N2CCCC2)N2CCCC2)CC1.F[P-](F)(F)(F)(F)F.[NH4+].[Cl-].CCN(C(C)C)C(C)C. Given the product [Br:1][C:2]1[CH:10]=[CH:9][C:8]([C:11]([NH2:21])=[O:12])=[C:7]2[C:3]=1[CH:4]=[C:5]([I:14])[NH:6]2, predict the reactants needed to synthesize it. (3) Given the product [NH2:1][CH:4]([C:9]1([N:12]=[C:13]([C:20]2[CH:25]=[CH:24][CH:23]=[CH:22][CH:21]=2)[C:14]2[CH:15]=[CH:16][CH:17]=[CH:18][CH:19]=2)[CH2:10][CH2:11]1)[C:5]([O:7][CH3:8])=[O:6], predict the reactants needed to synthesize it. The reactants are: [N:1]([CH:4]([C:9]1([N:12]=[C:13]([C:20]2[CH:25]=[CH:24][CH:23]=[CH:22][CH:21]=2)[C:14]2[CH:19]=[CH:18][CH:17]=[CH:16][CH:15]=2)[CH2:11][CH2:10]1)[C:5]([O:7][CH3:8])=[O:6])=[N+]=[N-].C1C=CC(P(C2C=CC=CC=2)C2C=CC=CC=2)=CC=1. (4) Given the product [Br:1][C:2]1[C:3]([CH3:8])=[N:4][O:5][C:6]=1[NH:7][S:26]([C:18]1[C:19]2[CH:25]=[CH:24][CH:23]=[CH:22][C:20]=2[S:21][C:17]=1[CH2:16][C:15]1[CH:30]=[CH:31][C:32]([O:33][CH3:34])=[C:13]([O:12][CH3:11])[CH:14]=1)(=[O:27])=[O:28], predict the reactants needed to synthesize it. The reactants are: [Br:1][C:2]1[C:3]([CH3:8])=[N:4][O:5][C:6]=1[NH2:7].[H-].[Na+].[CH3:11][O:12][C:13]1[CH:14]=[C:15]([CH:30]=[CH:31][C:32]=1[O:33][CH3:34])[CH2:16][C:17]1[S:21][C:20]2[CH:22]=[CH:23][CH:24]=[CH:25][C:19]=2[C:18]=1[S:26](Cl)(=[O:28])=[O:27]. (5) Given the product [OH:47][CH2:46][CH2:45][NH:44][C:42](=[O:43])/[CH:41]=[CH:40]/[C@:23]12[CH2:35][C:34](=[O:36])[C:33]([CH:37]([CH3:38])[CH3:39])=[C:24]1[C@@H:25]1[C@@:20]([CH3:48])([CH2:21][CH2:22]2)[C@@:19]2([CH3:49])[C@@H:28]([C@:29]3([CH3:32])[C@@H:16]([CH2:17][CH2:18]2)[C:15]([CH3:50])([CH3:51])[C@@H:14]([O:13][C:11](=[O:12])[CH2:10][C:2]([CH3:1])([CH3:52])[C:3]([OH:5])=[O:4])[CH2:31][CH2:30]3)[CH2:27][CH2:26]1, predict the reactants needed to synthesize it. The reactants are: [CH3:1][C:2]([CH3:52])([CH2:10][C:11]([O:13][C@H:14]1[CH2:31][CH2:30][C@@:29]2([CH3:32])[C@@H:16]([CH2:17][CH2:18][C@:19]3([CH3:49])[C@@H:28]2[CH2:27][CH2:26][C@H:25]2[C@@:20]3([CH3:48])[CH2:21][CH2:22][C@@:23]3(/[CH:40]=[CH:41]/[C:42]([NH:44][CH2:45][CH2:46][OH:47])=[O:43])[CH2:35][C:34](=[O:36])[C:33]([CH:37]([CH3:39])[CH3:38])=[C:24]32)[C:15]1([CH3:51])[CH3:50])=[O:12])[C:3]([O:5]C(C)(C)C)=[O:4].C(O)(C(F)(F)F)=O. (6) The reactants are: Cl[C:2]1[CH:7]=[C:6]([Cl:8])[N:5]=[N:4][C:3]=1[C:9]([O:11][CH2:12][CH3:13])=[O:10].[F:14][C:15]([F:24])([F:23])[C:16]1[N:21]=[C:20]([NH2:22])[CH:19]=[CH:18][CH:17]=1. Given the product [Cl:8][C:6]1[N:5]=[N:4][C:3]([C:9]([O:11][CH2:12][CH3:13])=[O:10])=[C:2]([NH:22][C:20]2[CH:19]=[CH:18][CH:17]=[C:16]([C:15]([F:23])([F:14])[F:24])[N:21]=2)[CH:7]=1, predict the reactants needed to synthesize it. (7) Given the product [Cl:1][C:2]1[CH:22]=[CH:21][C:5]([CH2:6][C:7]2([F:30])[CH2:12][CH2:11][N:10]([C:13]([O:15][C:16]([CH3:19])([CH3:18])[CH3:17])=[O:14])[CH2:9][CH2:8]2)=[C:4]([F:23])[CH:3]=1, predict the reactants needed to synthesize it. The reactants are: [Cl:1][C:2]1[CH:22]=[CH:21][C:5]([CH2:6][C:7]2(O)[CH2:12][CH2:11][N:10]([C:13]([O:15][C:16]([CH3:19])([CH3:18])[CH3:17])=[O:14])[CH2:9][CH2:8]2)=[C:4]([F:23])[CH:3]=1.C(N(S(F)(F)[F:30])CC)C.C(=O)(O)[O-].[Na+]. (8) Given the product [CH2:38]([N:36]1[CH:37]=[C:33]([C:2]2[CH:7]=[CH:6][N:5]=[C:4]3[N:8]([S:23]([C:26]4[CH:31]=[CH:30][CH:29]=[CH:28][CH:27]=4)(=[O:24])=[O:25])[C:9]([C:11]4[CH:16]=[CH:15][C:14]([N:17]5[CH2:22][CH2:21][O:20][CH2:19][CH2:18]5)=[CH:13][CH:12]=4)=[CH:10][C:3]=23)[C:34]([C:40]2[CH:45]=[CH:44][C:43]([NH:46][C:47](=[O:51])[N:48]([CH3:50])[CH3:49])=[CH:42][CH:41]=2)=[N:35]1)[CH3:39], predict the reactants needed to synthesize it. The reactants are: Br[C:2]1[CH:7]=[CH:6][N:5]=[C:4]2[N:8]([S:23]([C:26]3[CH:31]=[CH:30][CH:29]=[CH:28][CH:27]=3)(=[O:25])=[O:24])[C:9]([C:11]3[CH:16]=[CH:15][C:14]([N:17]4[CH2:22][CH2:21][O:20][CH2:19][CH2:18]4)=[CH:13][CH:12]=3)=[CH:10][C:3]=12.Br[C:33]1[C:34]([C:40]2[CH:45]=[CH:44][C:43]([NH:46][C:47](=[O:51])[N:48]([CH3:50])[CH3:49])=[CH:42][CH:41]=2)=[N:35][N:36]([CH2:38][CH3:39])[CH:37]=1. (9) Given the product [C:31]([O:30][C:28]([N:35]1[CH:39]=[C:38]([C:2]2[CH:3]=[C:4]3[C:9](=[CH:10][CH:11]=2)[N:8]=[C:7]([NH:12][C@@H:13]([C:15]2[CH:20]=[CH:19][CH:18]=[C:17]([N:21]4[CH2:22][CH2:23][N:24]([CH3:27])[CH2:25][CH2:26]4)[CH:16]=2)[CH3:14])[CH:6]=[N:5]3)[CH:37]=[N:36]1)=[O:29])([CH3:34])([CH3:32])[CH3:33], predict the reactants needed to synthesize it. The reactants are: Br[C:2]1[CH:3]=[C:4]2[C:9](=[CH:10][CH:11]=1)[N:8]=[C:7]([NH:12][C@@H:13]([C:15]1[CH:20]=[CH:19][CH:18]=[C:17]([N:21]3[CH2:26][CH2:25][N:24]([CH3:27])[CH2:23][CH2:22]3)[CH:16]=1)[CH3:14])[CH:6]=[N:5]2.[C:28]([N:35]1[CH:39]=[C:38](B2OC(C)(C)C(C)(C)O2)[CH:37]=[N:36]1)([O:30][C:31]([CH3:34])([CH3:33])[CH3:32])=[O:29].C(=O)([O-])[O-].[Cs+].[Cs+].[I-].[K+]. (10) Given the product [CH3:16][C:14]1[CH:13]=[CH:12][C:11]([N:17]2[N:18]=[CH:19][CH:20]=[N:21]2)=[C:10]([CH:15]=1)[C:9]([NH:8][C@H:4]1[CH2:5][CH2:6][CH2:7][C@@H:3]1[NH:2][C:33]1[N:42]=[CH:41][C:40]2[C:35](=[CH:36][CH:37]=[CH:38][CH:39]=2)[N:34]=1)=[O:22], predict the reactants needed to synthesize it. The reactants are: Cl.[NH2:2][C@H:3]1[CH2:7][CH2:6][CH2:5][C@@H:4]1[NH:8][C:9](=[O:22])[C:10]1[CH:15]=[C:14]([CH3:16])[CH:13]=[CH:12][C:11]=1[N:17]1[N:21]=[CH:20][CH:19]=[N:18]1.CCN(C(C)C)C(C)C.Cl[C:33]1[N:42]=[CH:41][C:40]2[C:35](=[CH:36][CH:37]=[CH:38][CH:39]=2)[N:34]=1.O.